Task: Predict the product of the given reaction.. Dataset: Forward reaction prediction with 1.9M reactions from USPTO patents (1976-2016) (1) Given the reactants [Cl:1][C:2]1[CH:7]=[CH:6][CH:5]=[CH:4][C:3]=1[CH:8]1[C:13]([C:14]#[N:15])=[C:12]([CH:16](OC)[O:17]C)[NH:11][C:10]2=[N:21][NH:22][CH:23]=[C:9]12, predict the reaction product. The product is: [Cl:1][C:2]1[CH:7]=[CH:6][CH:5]=[CH:4][C:3]=1[CH:8]1[C:13]([C:14]#[N:15])=[C:12]([CH:16]=[O:17])[NH:11][C:10]2=[N:21][NH:22][CH:23]=[C:9]12. (2) The product is: [NH3:8].[CH3:1][OH:5].[C:1]([O:5][C:6]([N:8]1[CH2:13][CH2:12][CH:11]([O:14][C:15]2[CH:20]=[CH:19][CH:18]=[C:17]([NH2:21])[N:16]=2)[CH2:10][CH:9]1[CH3:35])=[O:7])([CH3:4])([CH3:2])[CH3:3]. Given the reactants [C:1]([O:5][C:6]([N:8]1[CH2:13][CH2:12][CH:11]([O:14][C:15]2[CH:20]=[CH:19][CH:18]=[C:17]([N:21]=C(C3C=CC=CC=3)C3C=CC=CC=3)[N:16]=2)[CH2:10][CH:9]1[CH3:35])=[O:7])([CH3:4])([CH3:3])[CH3:2].C([O-])(=O)C.[Na+].Cl.NO, predict the reaction product. (3) Given the reactants [C:1]([O:5][C:6]([N:8]1[CH2:12][CH2:11][CH2:10][C:9]1([CH2:31][CH2:32][CH2:33][CH3:34])[CH:13]([C:15]1[CH:20]=[CH:19][C:18]([N:21]([Si:26]([CH3:29])([CH3:28])[CH3:27])[Si:22]([CH3:25])([CH3:24])[CH3:23])=[C:17]([Cl:30])[CH:16]=1)[OH:14])=[O:7])([CH3:4])([CH3:3])[CH3:2], predict the reaction product. The product is: [C:1]([O:5][C:6]([N:8]1[CH2:12][CH2:11][CH2:10][C:9]1([CH2:31][CH2:32][CH2:33][CH3:34])[C:13](=[O:14])[C:15]1[CH:20]=[CH:19][C:18]([N:21]([Si:26]([CH3:27])([CH3:29])[CH3:28])[Si:22]([CH3:25])([CH3:24])[CH3:23])=[C:17]([Cl:30])[CH:16]=1)=[O:7])([CH3:4])([CH3:3])[CH3:2]. (4) Given the reactants [Br-].[C:2]1(C([PH3+])(C2C=CC=CC=2)C2C=CC=CC=2)C=CC=CC=1.C[Si]([N-][Si](C)(C)C)(C)C.[Li+].[CH3:32][O:33][C:34]1[CH:39]=[CH:38][C:37]([C:40]([C:42]2[CH:47]=[CH:46][C:45]([O:48][CH3:49])=[C:44]([O:50][CH2:51][CH3:52])[CH:43]=2)=O)=[CH:36][C:35]=1[N+:53]([O-:55])=[O:54], predict the reaction product. The product is: [CH2:51]([O:50][C:44]1[CH:43]=[C:42]([C:40]([C:37]2[CH:38]=[CH:39][C:34]([O:33][CH3:32])=[C:35]([N+:53]([O-:55])=[O:54])[CH:36]=2)=[CH2:2])[CH:47]=[CH:46][C:45]=1[O:48][CH3:49])[CH3:52]. (5) The product is: [C:21]([OH:23])(=[O:22])[CH3:19].[CH2:24]([NH:31][C:21]([C:19]1[CH:20]=[C:12]([C:11]2[C:5]3[C:6](=[CH:7][N:8]=[C:3]([NH2:2])[CH:4]=3)[NH:9][CH:10]=2)[CH:13]=[C:14]2[C:18]=1[NH:17][N:16]=[CH:15]2)=[O:23])[C:25]1[CH:30]=[CH:29][CH:28]=[CH:27][CH:26]=1. Given the reactants Cl.[NH2:2][C:3]1[CH:4]=[C:5]2[C:11]([C:12]3[CH:13]=[C:14]4[C:18](=[C:19]([C:21]([OH:23])=[O:22])[CH:20]=3)[NH:17][N:16]=[CH:15]4)=[CH:10][NH:9][C:6]2=[CH:7][N:8]=1.[CH2:24]([NH2:31])[C:25]1[CH:30]=[CH:29][CH:28]=[CH:27][CH:26]=1.CN(C(ON1N=NC2C=CC=NC1=2)=[N+](C)C)C.F[P-](F)(F)(F)(F)F, predict the reaction product.